This data is from Forward reaction prediction with 1.9M reactions from USPTO patents (1976-2016). The task is: Predict the product of the given reaction. (1) Given the reactants S(Cl)(Cl)=O.[I:5][C:6]1[CH:14]=[CH:13][C:9]([C:10]([OH:12])=[O:11])=[CH:8][C:7]=1[OH:15].[CH3:16]O, predict the reaction product. The product is: [CH3:16][O:11][C:10](=[O:12])[C:9]1[CH:13]=[CH:14][C:6]([I:5])=[C:7]([OH:15])[CH:8]=1. (2) Given the reactants [CH3:1][C:2]1[C:6]2[CH:7]=[CH:8][CH:9]=[CH:10][C:5]=2[O:4][C:3]=1[CH:11]=[N:12][S:13]([C:16]1[CH:26]=[CH:25][C:19]2[O:20][CH2:21][CH2:22][CH2:23][O:24][C:18]=2[CH:17]=1)(=[O:15])=[O:14].O1CCCC1.Br[Mg][C:34]1[CH:39]=[CH:38][CH:37]=[CH:36][C:35]=1[CH3:40].C(OCC)C, predict the reaction product. The product is: [CH3:1][C:2]1[C:6]2[CH:7]=[CH:8][CH:9]=[CH:10][C:5]=2[O:4][C:3]=1[CH:11]([C:34]1[CH:39]=[CH:38][CH:37]=[CH:36][C:35]=1[CH3:40])[NH:12][S:13]([C:16]1[CH:26]=[CH:25][C:19]2[O:20][CH2:21][CH2:22][CH2:23][O:24][C:18]=2[CH:17]=1)(=[O:14])=[O:15].